From a dataset of Catalyst prediction with 721,799 reactions and 888 catalyst types from USPTO. Predict which catalyst facilitates the given reaction. (1) Reactant: [CH2:1]([O:8][C:9]1[CH:14]=[CH:13][CH:12]=[CH:11][C:10]=1[C:15](=O)[CH3:16])[C:2]1[CH:7]=[CH:6][CH:5]=[CH:4][CH:3]=1.[CH:18]([CH:20]1[CH2:25][CH2:24][CH2:23][N:22]([C:26]([O:28][C:29]([CH3:32])([CH3:31])[CH3:30])=[O:27])[CH2:21]1)=O.[C:33](#[N:37])[CH2:34][C:35]#[N:36].C([O-])(=O)C.[NH4+:42]. Product: [NH2:36][C:35]1[C:34]([C:33]#[N:37])=[C:18]([CH:20]2[CH2:25][CH2:24][CH2:23][N:22]([C:26]([O:28][C:29]([CH3:32])([CH3:31])[CH3:30])=[O:27])[CH2:21]2)[CH:16]=[C:15]([C:10]2[CH:11]=[CH:12][CH:13]=[CH:14][C:9]=2[O:8][CH2:1][C:2]2[CH:7]=[CH:6][CH:5]=[CH:4][CH:3]=2)[N:42]=1. The catalyst class is: 133. (2) The catalyst class is: 3. Product: [CH3:25][C:26]1[C:31]([O:32][CH2:33][CH2:34][C@H:35]2[N:40]([C:19]([C:11]3[N:10]=[CH:9][N:8]([C@@H:3]4[CH2:4][CH2:5][CH2:6][CH2:7][C@@:2]4([OH:1])[CH2:22][O:23][CH3:24])[C:12]=3[C:13]3[CH:14]=[CH:15][CH:16]=[CH:17][CH:18]=3)=[O:20])[CH2:39][CH2:38][N:37]([C:41]([O:43][CH2:44][C:45]3[CH:50]=[CH:49][CH:48]=[CH:47][CH:46]=3)=[O:42])[CH2:36]2)=[CH:30][CH:29]=[C:28]([CH3:51])[N:27]=1. Reactant: [OH:1][C@@:2]1([CH2:22][O:23][CH3:24])[CH2:7][CH2:6][CH2:5][CH2:4][C@H:3]1[N:8]1[C:12]([C:13]2[CH:18]=[CH:17][CH:16]=[CH:15][CH:14]=2)=[C:11]([C:19](O)=[O:20])[N:10]=[CH:9]1.[CH3:25][C:26]1[C:31]([O:32][CH2:33][CH2:34][C@H:35]2[NH:40][CH2:39][CH2:38][N:37]([C:41]([O:43][CH2:44][C:45]3[CH:50]=[CH:49][CH:48]=[CH:47][CH:46]=3)=[O:42])[CH2:36]2)=[CH:30][CH:29]=[C:28]([CH3:51])[N:27]=1.CCN=C=NCCCN(C)C.Cl.C1C=CC2N(O)N=NC=2C=1.C(=O)([O-])O.[Na+]. (3) Reactant: [CH:1]1([CH2:6][N:7]([CH2:29][CH:30]([CH3:32])[CH3:31])[C@H:8]2[C@H:13]([C:14]3[CH:19]=[CH:18][C:17]([C:20]([F:23])([F:22])[F:21])=[CH:16][CH:15]=3)[O:12][C@H:11]([CH2:24][C:25]([O:27]C)=[O:26])[CH2:10][CH2:9]2)[CH2:5][CH2:4][CH2:3][CH2:2]1.CO.[OH-].[Na+].Cl. Product: [CH:1]1([CH2:6][N:7]([CH2:29][CH:30]([CH3:32])[CH3:31])[C@H:8]2[C@H:13]([C:14]3[CH:15]=[CH:16][C:17]([C:20]([F:22])([F:23])[F:21])=[CH:18][CH:19]=3)[O:12][C@H:11]([CH2:24][C:25]([OH:27])=[O:26])[CH2:10][CH2:9]2)[CH2:5][CH2:4][CH2:3][CH2:2]1. The catalyst class is: 1. (4) Reactant: C[O:2][C:3](=[O:45])[C:4]1[CH:9]=[C:8]([O:10][C:11]2[CH:16]=[CH:15][C:14]([NH:17][S:18]([C:21]3[CH:26]=[CH:25][C:24]([CH3:27])=[CH:23][CH:22]=3)(=[O:20])=[O:19])=[C:13]([O:28][CH2:29][CH2:30][CH2:31][CH2:32][CH3:33])[CH:12]=2)[CH:7]=[CH:6][C:5]=1[NH:34][S:35]([C:38]1[CH:43]=[CH:42][C:41]([CH3:44])=[CH:40][CH:39]=1)(=[O:37])=[O:36].[Li+].[OH-].O.Cl. Product: [CH2:29]([O:28][C:13]1[CH:12]=[C:11]([CH:16]=[CH:15][C:14]=1[NH:17][S:18]([C:21]1[CH:22]=[CH:23][C:24]([CH3:27])=[CH:25][CH:26]=1)(=[O:20])=[O:19])[O:10][C:8]1[CH:7]=[CH:6][C:5]([NH:34][S:35]([C:38]2[CH:43]=[CH:42][C:41]([CH3:44])=[CH:40][CH:39]=2)(=[O:37])=[O:36])=[C:4]([CH:9]=1)[C:3]([OH:45])=[O:2])[CH2:30][CH2:31][CH2:32][CH3:33]. The catalyst class is: 1.